This data is from Rat liver microsome stability data. The task is: Regression/Classification. Given a drug SMILES string, predict its absorption, distribution, metabolism, or excretion properties. Task type varies by dataset: regression for continuous measurements (e.g., permeability, clearance, half-life) or binary classification for categorical outcomes (e.g., BBB penetration, CYP inhibition). Dataset: rlm. (1) The compound is Cc1ccc(S(=O)(=O)Nc2cnccc2C(=O)Nc2nc(-c3ccc(Oc4ccccc4)cc3)cs2)cc1. The result is 1 (stable in rat liver microsomes). (2) The molecule is COc1ccc(NS(=O)(=O)c2ccc(C)c(C(=O)Nc3ccc4oc(C)nc4c3)c2)cc1. The result is 1 (stable in rat liver microsomes). (3) The compound is Cc1ccc(N(CCO)C(=O)Nc2ccc(-c3ncnc4[nH]cc(C)c34)cc2)cc1. The result is 0 (unstable in rat liver microsomes). (4) The result is 1 (stable in rat liver microsomes). The molecule is C[C@@H](c1ccc(-c2ccc(F)cc2F)cc1)N1CC[C@](CCC(N)=O)(c2ccc(F)cc2)OC1=O. (5) The compound is CN(C)C1CCN(C(=O)c2ccc(NC(=O)Nc3ccc(-c4nc(N5CCOCC5)c5ccn(CC(F)(F)F)c5n4)cc3)cc2)CC1. The result is 0 (unstable in rat liver microsomes).